From a dataset of Retrosynthesis with 50K atom-mapped reactions and 10 reaction types from USPTO. Predict the reactants needed to synthesize the given product. Given the product Cc1cccc(C)c1N(CCCc1cccnc1)C(=O)Cn1ccnc1C, predict the reactants needed to synthesize it. The reactants are: Cc1cccc(C)c1N(CCCc1cccnc1)C(=O)CCl.Cc1ncc[nH]1.